Dataset: Drug-target binding data from BindingDB using Ki measurements. Task: Regression. Given a target protein amino acid sequence and a drug SMILES string, predict the binding affinity score between them. We predict pKi (pKi = -log10(Ki in M); higher means stronger inhibition). Dataset: bindingdb_ki. (1) The small molecule is CSCC[C@H](NC(=O)[C@H](Cc1ccc(OS(=O)(=O)O)cc1)NC(=O)[C@@H](N)CC(=O)O)C(=O)NCC(=O)N[C@@H](Cc1c[nH]c2ccccc12)C(=O)N[C@@H](CCSC)C(=O)N[C@@H](CC(=O)O)C(=O)N[C@@H](Cc1ccccc1)C(N)=O. The target protein sequence is MELLKLNRSLQGPGPGPGAPLCRPAGPLLNSSGAGNVSCETPRIRGAGTRVKSMAILFNVTSLLSCWNKYRIIKVLGLSRRLRTVTKAFLLSLAVSDLLLAVACMPFTLLPNLMGTFIFGTVICKAVSYLMGVSVSVSTLSLVAIALERYSAICRPLQARVWQTRSHAARVILATWLLSGLLMVPYPVYTAVQPVGPRVLQCVHRWPNARVRQTWSVLLLLLLFFVPGVVMAVAYGLISRELYLGLRFDGDADSESQSRVRGPGGLSGSAPGPAHQNGRCRPESGLSGEDSDGCYVQLPRSRPALELSALAASTPAPGPGPRPTQAKLLAKKRVVRMLLVIVVLFFLCWLPVYSANTWRAFDGPGAHRALSGAPISFIHLLSYASACVNPLVYCFMHRRFRQACLDTCARCCPRPPRARPRPLPEEDPPTPSIASLSRLSYTTISTLGPG. The pKi is 9.1. (2) The small molecule is CC[C@H](C)[C@H](NC(=O)[C@H](CCCNC(=N)N)NC(=O)[C@H](CCC(N)=O)NC(=O)CNC(=O)[C@H](CCC(=O)O)NC(=O)[C@H](Cc1ccccc1)NC(=O)[C@H](CC(C)C)NC(=O)[C@H](Cc1ccccc1)NC(=O)[C@H](CCCNC(=N)N)NC(=O)[C@H](CC(C)C)NC(=O)[C@@H](N)CO)C(=O)N[C@@H](C)C(=O)N[C@@H](CC(=O)O)C(=O)N[C@@H](CC(N)=O)C(=O)N[C@@H](Cc1cnc[nH]1)C(=O)O. The target protein sequence is MATTGTPTADRGDAAATDDPAARFQVQKHSWDGLRSIIHGSRKYSGLIVNKAPHDFQFVQKTDESGPHSHRLYYLGMPYGSRENSLLYSEIPKKVRKEALLLLSWKQMLDHFQATPHHGVYSREEELLRERKRLGVFGITSYDFHSESGLFLFQASNSLFHCRDGGKNGFMVSPMKPLEIKTQCSGPRMDPKICPADPAFFSFINNSDLWVANIETGEERRLTFCHQGLSNVLDDPKSAGVATFVIQEEFDRFTGYWWCPTASWEGSEGLKTLRILYEEVDESEVEVIHVPSPALAARKTDSYRYPRTGSKNPKIALKLAEFQTDSQGKIVSTQEKELVQPFSSLFPKVEYIARAGWTRDGKYAWAMFLDRPQQWLQLVLLPPALFIPSTENEEQRLASARAVPRNVQPYVVYEEVTNVWINVHDIFYPFPQSEGEDELCFLRANECKTGFCHLYKVTAVLKSQGYDWSEPFSPGEDEFKCPIKEEIALTSGEWEVLARH.... The pKi is 5.3. (3) The small molecule is CN1[C@H]2CC[C@@H]1C[C@@H](n1cc(COc3ccccc3-c3ccno3)nn1)C2. The target protein (P43681) has sequence MELGGPGAPRLLPPLLLLLGTGLLRASSHVETRAHAEERLLKKLFSGYNKWSRPVANISDVVLVRFGLSIAQLIDVDEKNQMMTTNVWVKQEWHDYKLRWDPADYENVTSIRIPSELIWRPDIVLYNNADGDFAVTHLTKAHLFHDGRVQWTPPAIYKSSCSIDVTFFPFDQQNCTMKFGSWTYDKAKIDLVNMHSRVDQLDFWESGEWVIVDAVGTYNTRKYECCAEIYPDITYAFVIRRLPLFYTINLIIPCLLISCLTVLVFYLPSECGEKITLCISVLLSLTVFLLLITEIIPSTSLVIPLIGEYLLFTMIFVTLSIVITVFVLNVHHRSPRTHTMPTWVRRVFLDIVPRLLLMKRPSVVKDNCRRLIESMHKMASAPRFWPEPEGEPPATSGTQSLHPPSPSFCVPLDVPAEPGPSCKSPSDQLPPQQPLEAEKASPHPSPGPCRPPHGTQAPGLAKARSLSVQHMSSPGEAVEGGVRCRSRSIQYCVPRDDAAP.... The pKi is 4.5. (4) The drug is O=C([O-])C1([NH2+]O)CCC1. The target protein (Q00985) has sequence MATFPVVDLSLVNGEERAATLEKINDACENWGFFELVNHGMSTELLDTVEKMTKDHYKKTMEQRFKEMVAAKGLDDVQSEIHDLDWESTFFLRHLPSSNISEIPDLEEEYRKTMKEFAVELEKLAEKLLDLLCENLGLEKGYLKKVFYGSKGPNFGTKVSNYPPCPKPDLIKGLRAHSDAGGIILLFQDDKVSGLQLLKDGEWVDVPPMHHSIVINLGDQIEVITNGKYKSVMHRVIAQSDGTRMSIASFYNPGNDSFISPAPAVLEKKTEDAPTYPKFVFDDYMKLYSGLKFQAKEPRFEAMKAKESTPVATA. The pKi is 4.7. (5) The small molecule is CC(/C=C/c1ccccc1-c1cc(C(C)C)cc(C(C)C)c1OCC(F)F)=C\C(=O)O. The target protein (Q5BJR8) has sequence MYGNYSHFMKFPTGFGGSPGHTGSTSMSPSVALPTGKPMDSHPSYTDTPVSAPRTLSAVGTPLNALGSPYRVITSAMGPPSGALAAPPGINLVVPPSSQLNVVNSVSSSEDIKPLPGLPGIGNMNYPSTSPGSLVKHICAICGDRSSGKHYGVYSCEGCKGFFKRTIRKDLIYTCRDNKDCLIDKRQRNRCQYCRYQKCLVMGMKREAVQEERQRSRERAESEAECASTGHEDMPVERILEAELAVEPKTESYGDMSVESSTNDPVTNICHAADKQLFTLVEWAKRIPHFSDLTLEDQVILLRAGWNELLIASFSHRSVSVQDGILLATGLHVHRSSAHSAGVGSIFDRVLTELVSKMKDMRMDKSELGCLRAIVLFNPDAKGLSNPSEVETLREKVYATLEAYTKQKYPEQPGRFAKLLLRLPALRSIGLKCLEHLFFFKLIGDTPIDTFLMEMLETPLQIT. The pKi is 7.1. (6) The small molecule is CCCN(CCC)C(=O)c1cccc(C(=O)N[C@@H](Cc2ccccc2)[C@@H](N)C[C@@H](C)C(=O)N[C@H](C(=O)NCc2ccccc2)C(C)C)c1. The target protein sequence is SFVEMVDNLRGKSGQGYYVEMTVGSPPQTLNILVDTGSSNFAVGAAPHPFLHRYYQRQLSSTYRDLRKGVYVPYTQGKWEGELGTDLVSIPHGPNVTVRANIAAITESDKFFINGSNWEGILGLAYAEIARPDDSLEPFFDSLVKQTHVPNLFSLQLCGAGFPLNQSEVLASVGGSMIIGGIDHSLYTGSLWYTPIRREWYYEVIIVRVEINGQDLKMDCKEYNYDKSIVDSGTTNLRLPKKVFEAAVKSIKAASSTEKFPDGFWLGEQLVCWQAGTTPWNIFPVISLYLMGEVTNQSFRITILPQQYLRPVEDVATSQDDCYKFAISQSSTGTVMGAVIMEGFYVVFDRARKRIGFAVSACHVHDEFRTAAVEGPFVTLDMEDCGYN. The pKi is 7.5.